Dataset: Reaction yield outcomes from USPTO patents with 853,638 reactions. Task: Predict the reaction yield, written as a fraction of the theoretical maximum amount of product (1.0 means a 100% yield; for example, 0.34 means a 34% yield). (1) The reactants are C[O:2][C:3]([CH:5]1[CH2:9][C:8](=O)[N:7]([CH2:11][C:12]2[CH:17]=[CH:16][CH:15]=[CH:14][CH:13]=2)[CH2:6]1)=O.B.C(=O)(O)[O-].[Na+]. The catalyst is C1(C)C=CC=CC=1.CSC. The product is [CH2:11]([N:7]1[CH2:8][CH2:9][CH:5]([CH2:3][OH:2])[CH2:6]1)[C:12]1[CH:17]=[CH:16][CH:15]=[CH:14][CH:13]=1. The yield is 0.991. (2) The reactants are [C:1]([NH2:5])([CH3:4])([CH3:3])[CH3:2].[Cl:6][CH2:7][CH2:8][CH2:9][S:10](Cl)(=[O:12])=[O:11]. The catalyst is C1COCC1. The product is [C:1]([NH:5][S:10]([CH2:9][CH2:8][CH2:7][Cl:6])(=[O:12])=[O:11])([CH3:4])([CH3:3])[CH3:2]. The yield is 0.990. (3) The reactants are [CH3:1][O:2][C:3]1[CH:8]=[CH:7][C:6]([N:9]2[CH:13]=[CH:12][CH:11]=[N:10]2)=[CH:5][CH:4]=1.[Br:14]N1C(=O)CCC1=O. The catalyst is O1CCCC1. The product is [Br:14][C:12]1[CH:11]=[N:10][N:9]([C:6]2[CH:5]=[CH:4][C:3]([O:2][CH3:1])=[CH:8][CH:7]=2)[CH:13]=1. The yield is 0.840.